This data is from Catalyst prediction with 721,799 reactions and 888 catalyst types from USPTO. The task is: Predict which catalyst facilitates the given reaction. (1) The catalyst class is: 5. Reactant: P(Cl)(Cl)(OP(Cl)(Cl)=O)=O.[N+:10]([C:13]1[CH:21]=[CH:20][CH:19]=[C:18]2[C:14]=1[CH:15]=[CH:16][NH:17]2)([O-:12])=[O:11].[C:22]([O:26]N1CCCC1C)(=[O:25])[CH:23]=[O:24].[C:33]([O-])(O)=O.[Na+]. Product: [N+:10]([C:13]1[CH:21]=[CH:20][CH:19]=[C:18]2[C:14]=1[C:15]([C:23](=[O:24])[C:22]([O:26][CH3:33])=[O:25])=[CH:16][NH:17]2)([O-:12])=[O:11]. (2) Reactant: [CH3:1][N:2]([CH3:10])[C:3]1[CH:8]=[CH:7][CH:6]=[C:5]([NH2:9])[CH:4]=1.Cl.[CH:12](=O)/[CH:13]=[CH:14]/[CH3:15].[OH-].[Na+]. Product: [CH3:1][N:2]([CH3:10])[C:3]1[CH:4]=[C:5]2[C:6]([CH:12]=[CH:13][C:14]([CH3:15])=[N:9]2)=[CH:7][CH:8]=1. The catalyst class is: 11. (3) Reactant: [CH3:1][C:2]1[CH:7]=[C:6]([CH3:8])[CH:5]=[C:4]([CH3:9])[C:3]=1[OH:10].[H-].[Na+].Cl[C:14]1[C:19]([CH3:20])=[C:18]([Cl:21])[CH:17]=[C:16]([CH3:22])[N+:15]=1[O-:23]. Product: [Cl:21][C:18]1[C:19]([CH3:20])=[C:14]([O:10][C:3]2[C:4]([CH3:9])=[CH:5][C:6]([CH3:8])=[CH:7][C:2]=2[CH3:1])[N+:15]([O-:23])=[C:16]([CH3:22])[CH:17]=1. The catalyst class is: 1. (4) Reactant: O.[Cl:2][C:3]1[CH:11]=[C:10]([OH:12])[CH:9]=[CH:8][C:4]=1[C:5](O)=[O:6].B.O1CCCC1. The catalyst class is: 1. Product: [Cl:2][C:3]1[CH:11]=[C:10]([OH:12])[CH:9]=[CH:8][C:4]=1[CH2:5][OH:6]. (5) Reactant: [CH:1]1([N:4]2[C:12]3[C:7](=[CH:8][CH:9]=[C:10]([O:13][CH3:14])[CH:11]=3)[CH:6]=[CH:5]2)[CH2:3][CH2:2]1.ClS([N:19]=[C:20]=O)(=O)=O. Product: [C:20]([C:6]1[C:7]2[C:12](=[CH:11][C:10]([O:13][CH3:14])=[CH:9][CH:8]=2)[N:4]([CH:1]2[CH2:3][CH2:2]2)[CH:5]=1)#[N:19]. The catalyst class is: 3. (6) Product: [CH2:1]([C:3]1[O:7][C:6]([C:8]2[CH:13]=[CH:12][CH:11]=[C:10]([O:14][CH3:15])[CH:9]=2)=[N:5][C:4]=1[CH2:16][O:17][C@H:18]1[CH2:23][CH2:22][CH2:21][C@@H:20]([CH2:24][O:25][C:26]([CH3:34])([CH3:35])[C:27]([OH:29])=[O:28])[CH2:19]1)[CH3:2]. Reactant: [CH2:1]([C:3]1[O:7][C:6]([C:8]2[CH:13]=[CH:12][CH:11]=[C:10]([O:14][CH3:15])[CH:9]=2)=[N:5][C:4]=1[CH2:16][O:17][C@H:18]1[CH2:23][CH2:22][CH2:21][C@@H:20]([CH2:24][O:25][C:26]([CH3:35])([CH3:34])[C:27]([O:29]C(C)(C)C)=[O:28])[CH2:19]1)[CH3:2]. The catalyst class is: 55. (7) Reactant: Br[CH2:2][CH2:3][CH2:4][C:5]([NH:7][C:8]1[C:9]([S:17][CH3:18])=[N:10][C:11]([CH3:16])=[CH:12][C:13]=1[S:14][CH3:15])=[O:6].[SH:19][C:20]1[O:21][C:22]2[CH:28]=[CH:27][CH:26]=[CH:25][C:23]=2[N:24]=1.C1OCCOCCOCCOCCOCCOC1.C(=O)([O-])[O-].[K+].[K+]. Product: [O:21]1[C:22]2[CH:28]=[CH:27][CH:26]=[CH:25][C:23]=2[N:24]=[C:20]1[S:19][CH2:2][CH2:3][CH2:4][C:5]([NH:7][C:8]1[C:9]([S:17][CH3:18])=[N:10][C:11]([CH3:16])=[CH:12][C:13]=1[S:14][CH3:15])=[O:6]. The catalyst class is: 136. (8) The catalyst class is: 4. Product: [NH2:7][C:8]1[CH:9]=[C:10]2[C:15](=[CH:16][C:17]=1[CH3:18])[N:14]([CH2:19][CH:20]([F:22])[F:21])[C:13](=[O:23])[CH2:12][CH2:11]2. Reactant: C(OC(=O)[NH:7][C:8]1[CH:9]=[C:10]2[C:15](=[CH:16][C:17]=1[CH3:18])[N:14]([CH2:19][CH:20]([F:22])[F:21])[C:13](=[O:23])[CH2:12][CH2:11]2)(C)(C)C.Cl.O1CCOCC1.C(=O)([O-])O.[Na+]. (9) Reactant: [Br:1][C:2]1[CH:10]=[CH:9][C:8]([C:11]([O:13]C)=[O:12])=[C:7]2[C:3]=1[C:4]([CH2:15][NH:16][CH2:17][C:18]1[CH:23]=[CH:22][C:21]([O:24][CH3:25])=[CH:20][CH:19]=1)=[CH:5][NH:6]2.[Li+].[OH-]. Product: [Br:1][C:2]1[CH:10]=[CH:9][C:8]([C:11]([OH:13])=[O:12])=[C:7]2[C:3]=1[C:4]([CH2:15][NH:16][CH2:17][C:18]1[CH:19]=[CH:20][C:21]([O:24][CH3:25])=[CH:22][CH:23]=1)=[CH:5][NH:6]2. The catalyst class is: 87.